From a dataset of Catalyst prediction with 721,799 reactions and 888 catalyst types from USPTO. Predict which catalyst facilitates the given reaction. (1) Reactant: [CH2:1]([O:4][C:5]1[C:6]([N+:21]([O-])=O)=[C:7]([NH:12][C:13]2[CH:18]=[CH:17][C:16]([I:19])=[CH:15][C:14]=2[F:20])[CH:8]=[C:9]([F:11])[CH:10]=1)[CH:2]=[CH2:3].[O-]S(S([O-])=O)=O.[Na+].[Na+]. Product: [CH2:1]([O:4][C:5]1[CH:10]=[C:9]([F:11])[CH:8]=[C:7]([NH:12][C:13]2[CH:18]=[CH:17][C:16]([I:19])=[CH:15][C:14]=2[F:20])[C:6]=1[NH2:21])[CH:2]=[CH2:3]. The catalyst class is: 40. (2) Reactant: [C:1]([C:5]1[CH:6]=[C:7]([NH:17][C:18]([NH:20][C@@H:21]2[C:30]3[C:25](=[CH:26][CH:27]=[CH:28][CH:29]=3)[C@H:24]([O:31][C:32]3[CH:33]=[CH:34][C:35]4[N:36]([C:38]([N:41]5[CH2:45][CH2:44][C@@H:43]([O:46][Si](C(C)C)(C(C)C)C(C)C)[CH2:42]5)=[N:39][N:40]=4)[CH:37]=3)[CH2:23][CH2:22]2)=[O:19])[N:8]([C:10]2[CH:15]=[CH:14][C:13]([CH3:16])=[CH:12][CH:11]=2)[N:9]=1)([CH3:4])([CH3:3])[CH3:2].CCCC[N+](CCCC)(CCCC)CCCC.[F-]. Product: [C:1]([C:5]1[CH:6]=[C:7]([NH:17][C:18]([NH:20][C@@H:21]2[C:30]3[C:25](=[CH:26][CH:27]=[CH:28][CH:29]=3)[C@H:24]([O:31][C:32]3[CH:33]=[CH:34][C:35]4[N:36]([C:38]([N:41]5[CH2:45][CH2:44][C@@H:43]([OH:46])[CH2:42]5)=[N:39][N:40]=4)[CH:37]=3)[CH2:23][CH2:22]2)=[O:19])[N:8]([C:10]2[CH:15]=[CH:14][C:13]([CH3:16])=[CH:12][CH:11]=2)[N:9]=1)([CH3:4])([CH3:2])[CH3:3]. The catalyst class is: 1. (3) Reactant: [Cl:1][C:2]1[CH:7]=[C:6]([C:8]([F:11])([F:10])[F:9])[CH:5]=[CH:4][C:3]=1[C:12]1[C:13](=[O:39])[O:14][C:15]2[C:20]([C:21]=1[CH2:22][C:23]1[CH:28]=[CH:27][C:26]([O:29][CH2:30][CH2:31][N:32]3[CH2:36][CH2:35][CH2:34][CH2:33]3)=[CH:25][CH:24]=1)=[CH:19][CH:18]=[C:17]([O:37]C)[CH:16]=2.[OH-].[Na+]. Product: [Cl:1][C:2]1[CH:7]=[C:6]([C:8]([F:9])([F:10])[F:11])[CH:5]=[CH:4][C:3]=1[C:12]1[C:13](=[O:39])[O:14][C:15]2[C:20]([C:21]=1[CH2:22][C:23]1[CH:28]=[CH:27][C:26]([O:29][CH2:30][CH2:31][N:32]3[CH2:33][CH2:34][CH2:35][CH2:36]3)=[CH:25][CH:24]=1)=[CH:19][CH:18]=[C:17]([OH:37])[CH:16]=2. The catalyst class is: 52. (4) Reactant: [N+:1]([C:4]1[S:8][C:7]([CH:9]=[O:10])=[CH:6][CH:5]=1)([O-:3])=[O:2].S(=O)(=O)([OH:13])N.Cl([O-])=O.[Na+].C(OCC)(=O)C. The catalyst class is: 38. Product: [N+:1]([C:4]1[S:8][C:7]([C:9]([OH:13])=[O:10])=[CH:6][CH:5]=1)([O-:3])=[O:2]. (5) Reactant: [Cl:1][C:2]1[CH:3]=[C:4]([C:22]2[CH:27]=[CH:26][C:25]([C:28]([OH:30])=O)=[CH:24][CH:23]=2)[CH:5]=[C:6]([Cl:21])[C:7]=1[CH2:8][CH:9]1[CH2:13][CH2:12][N:11]([CH:14]2[CH2:19][CH2:18][CH2:17][CH2:16][CH2:15]2)[C:10]1=[O:20].C(N1C=CN=C1)(N1C=CN=C1)=O.C(OC(=O)[NH:49][CH:50]1[CH2:55][CH2:54][CH2:53][CH:52]([NH2:56])[CH2:51]1)(C)(C)C.C(OC(=O)NC1CCCN(C(C2C=CC(C3C=C(Cl)C(CC4CCN(C5CCCCC5)C4=O)=C(Cl)C=3)=CC=2)=O)C1)(C)(C)C.Cl.O1CCOCC1. Product: [NH2:49][CH:50]1[CH2:55][CH2:54][CH2:53][CH:52]([NH:56][C:28]([C:25]2[CH:24]=[CH:23][C:22]([C:4]3[CH:3]=[C:2]([Cl:1])[C:7]([CH2:8][CH:9]4[CH2:13][CH2:12][N:11]([CH:14]5[CH2:15][CH2:16][CH2:17][CH2:18][CH2:19]5)[C:10]4=[O:20])=[C:6]([Cl:21])[CH:5]=3)=[CH:27][CH:26]=2)=[O:30])[CH2:51]1. The catalyst class is: 269. (6) Reactant: [NH2:1][CH2:2][C:3]1[CH:22]=[CH:21][C:6]2[N:7]=[C:8]([NH:11][C@H:12]3[C:20]4[C:15](=[CH:16][CH:17]=[CH:18][CH:19]=4)[CH2:14][CH2:13]3)[O:9][CH2:10][C:5]=2[CH:4]=1.C(N(CC)CC)C.[F:30][C:31]1[CH:39]=[CH:38][C:34]([C:35](Cl)=[O:36])=[CH:33][CH:32]=1.O. Product: [F:30][C:31]1[CH:39]=[CH:38][C:34]([C:35]([NH:1][CH2:2][C:3]2[CH:22]=[CH:21][C:6]3[N:7]=[C:8]([NH:11][C@H:12]4[C:20]5[C:15](=[CH:16][CH:17]=[CH:18][CH:19]=5)[CH2:14][CH2:13]4)[O:9][CH2:10][C:5]=3[CH:4]=2)=[O:36])=[CH:33][CH:32]=1. The catalyst class is: 7. (7) Reactant: [CH:1]1[C:10]2[C:5](=[CH:6][CH:7]=[CH:8][CH:9]=2)[CH:4]=[CH:3][C:2]=1[NH:11][C:12]([NH:14][C:15]([C:18]1[CH:23]=[CH:22][CH:21]=[C:20]([C:24]([CH3:26])=[CH2:25])[CH:19]=1)([CH3:17])[CH3:16])=[O:13]. Product: [CH:24]([C:20]1[CH:19]=[C:18]([C:15]([NH:14][C:12]([NH:11][C:2]2[CH:3]=[CH:4][C:5]3[C:10](=[CH:9][CH:8]=[CH:7][CH:6]=3)[CH:1]=2)=[O:13])([CH3:17])[CH3:16])[CH:23]=[CH:22][CH:21]=1)([CH3:26])[CH3:25]. The catalyst class is: 19.